From a dataset of Cav3 T-type calcium channel HTS with 100,875 compounds. Binary Classification. Given a drug SMILES string, predict its activity (active/inactive) in a high-throughput screening assay against a specified biological target. (1) The molecule is s1c(CC(=O)N2CCC(CC2)c2nc3n([nH]nc3c(=O)n2)Cc2ccc(F)cc2)ccc1. The result is 0 (inactive). (2) The drug is Fc1c(C2(O)CC3N(C(C2)CC3)C(=O)c2ccc(F)cc2)cccc1. The result is 0 (inactive). (3) The compound is S(CC(=O)Nc1noc(c1)C)c1snc(n1)c1cc(ccc1)C. The result is 0 (inactive).